This data is from Full USPTO retrosynthesis dataset with 1.9M reactions from patents (1976-2016). The task is: Predict the reactants needed to synthesize the given product. (1) Given the product [Si:22]([O:21][C@@H:20]1[C@H:29]([O:30][Si:31]([C:34]([CH3:35])([CH3:36])[CH3:37])([CH3:33])[CH3:32])[C@@H:38]([CH2:39][O:40][Si:41]([C:44]([CH3:45])([CH3:46])[CH3:47])([CH3:42])[CH3:43])[O:48][C@H:19]1[N:18]1[C:49]2[N:50]=[CH:51][N:52]=[C:53]([NH2:56])[C:54]=2[N:55]=[C:17]1[C:3]1[CH:2]=[N:1][CH:6]=[CH:5][CH:4]=1)([C:25]([CH3:27])([CH3:28])[CH3:26])([CH3:23])[CH3:24], predict the reactants needed to synthesize it. The reactants are: [N:1]1[CH:6]=[CH:5][CH:4]=[C:3](B(O)O)[CH:2]=1.C([O-])([O-])=O.[Cs+].[Cs+].Br[C:17]1[N:18]([C:49]2[N:50]=[CH:51][N:52]=[C:53]([NH2:56])[C:54]=2[N:55]=1)[C@@H:19]1[O:48][C@H:38]([CH2:39][O:40][Si:41]([C:44]([CH3:47])([CH3:46])[CH3:45])([CH3:43])[CH3:42])[C@@H:29]([O:30][Si:31]([C:34]([CH3:37])([CH3:36])[CH3:35])([CH3:33])[CH3:32])[C@H:20]1[O:21][Si:22]([C:25]([CH3:28])([CH3:27])[CH3:26])([CH3:24])[CH3:23]. (2) Given the product [N:12]1[CH:13]=[CH:14][CH:15]=[CH:16][C:32]=1[C:30]([NH:28][NH2:29])=[O:31], predict the reactants needed to synthesize it. The reactants are: SC1C=C(C=CC=1)C(OC)=O.[N:12]1C(C)=[CH:16][CH:15]=[CH:14][C:13]=1C.C1N2CCN(CC2)C1.[NH2:28][NH2:29].[C:30](O)([C:32](F)(F)F)=[O:31]. (3) The reactants are: Br[CH2:2][C:3]1[CH:4]=[CH:5][C:6]([F:12])=[C:7]([CH2:9][CH2:10][OH:11])[CH:8]=1.FC(F)(F)C(O)=O.[CH:20]([C:23]1[S:24][CH:25]=[C:26]([C:28]([N:30]2[CH2:35][C:34]3([CH2:40][CH2:39][NH:38][CH2:37][CH2:36]3)[O:33][CH2:32][CH2:31]2)=[O:29])[N:27]=1)([CH3:22])[CH3:21].C(=O)([O-])[O-].[K+].[K+]. Given the product [F:12][C:6]1[CH:5]=[CH:4][C:3]([CH2:2][N:38]2[CH2:39][CH2:40][C:34]3([O:33][CH2:32][CH2:31][N:30]([C:28]([C:26]4[N:27]=[C:23]([CH:20]([CH3:21])[CH3:22])[S:24][CH:25]=4)=[O:29])[CH2:35]3)[CH2:36][CH2:37]2)=[CH:8][C:7]=1[CH2:9][CH2:10][OH:11], predict the reactants needed to synthesize it.